From a dataset of Forward reaction prediction with 1.9M reactions from USPTO patents (1976-2016). Predict the product of the given reaction. (1) Given the reactants [F:1][C:2]1[CH:7]=[CH:6][CH:5]=[CH:4][C:3]=1[OH:8].Cl[C:10]1[C:19]2[C:14](=[CH:15][CH:16]=[CH:17][CH:18]=2)[CH:13]=[C:12]([NH:20][C:21]2[CH:25]=[C:24]([CH3:26])[NH:23][N:22]=2)[N:11]=1, predict the reaction product. The product is: [F:1][C:2]1[CH:7]=[CH:6][CH:5]=[CH:4][C:3]=1[O:8][C:10]1[C:19]2[C:14](=[CH:15][CH:16]=[CH:17][CH:18]=2)[CH:13]=[C:12]([NH:20][C:21]2[CH:25]=[C:24]([CH3:26])[NH:23][N:22]=2)[N:11]=1. (2) Given the reactants [CH3:1][O:2][C:3]1[CH:4]=[C:5]([CH:11]=[CH:12][C:13]([OH:15])=O)[CH:6]=[CH:7][C:8]=1[O:9][CH3:10].C(N1C=CN=C1)(N1C=CN=C1)=O.O[NH:29][C:30](=[NH:34])[CH2:31][CH2:32][CH3:33].O, predict the reaction product. The product is: [CH3:1][O:2][C:3]1[CH:4]=[C:5]([CH:11]=[CH:12][C:13]2[O:15][N:34]=[C:30]([CH2:31][CH2:32][CH3:33])[N:29]=2)[CH:6]=[CH:7][C:8]=1[O:9][CH3:10]. (3) Given the reactants [Cl:1][C:2]1[CH:15]=[CH:14][C:5]([CH2:6][N:7]2[CH2:12][CH2:11][CH:10]([NH2:13])[CH2:9][CH2:8]2)=[CH:4][C:3]=1[O:16][CH2:17][CH3:18].[Cl:19][C:20]1[CH:28]=[CH:27][C:23]([C:24](Cl)=[O:25])=[CH:22][CH:21]=1, predict the reaction product. The product is: [Cl:1][C:2]1[CH:15]=[CH:14][C:5]([CH2:6][N:7]2[CH2:12][CH2:11][CH:10]([NH:13][C:24](=[O:25])[C:23]3[CH:27]=[CH:28][C:20]([Cl:19])=[CH:21][CH:22]=3)[CH2:9][CH2:8]2)=[CH:4][C:3]=1[O:16][CH2:17][CH3:18]. (4) The product is: [CH3:10][O:9][C:7]([C:6]1([C:5]([O:12][CH3:13])=[O:11])[CH2:25][C:17]2[C:16](=[CH:21][CH:20]=[CH:19][C:18]=2[N+:22]([O-:24])=[O:23])[CH2:15]1)=[O:8]. Given the reactants CO.[H-].[Na+].[C:5]([O:12][CH3:13])(=[O:11])[CH2:6][C:7]([O:9][CH3:10])=[O:8].Br[CH2:15][C:16]1[CH:21]=[CH:20][CH:19]=[C:18]([N+:22]([O-:24])=[O:23])[C:17]=1[CH2:25]Br, predict the reaction product. (5) The product is: [NH2:8][CH2:9][CH2:10][NH:11][C:12]1[CH:17]=[CH:16][CH:15]=[CH:14][C:13]=1[N:18]1[CH2:19][CH2:20][N:21]([C:24](=[O:54])[C@H:25]([NH:34][C:35]([C@@H:37]2[CH2:46][C:45]3[C:40](=[CH:41][CH:42]=[CH:43][CH:44]=3)[CH2:39][NH:38]2)=[O:36])[CH2:26][C:27]2[CH:32]=[CH:31][C:30]([Cl:33])=[CH:29][CH:28]=2)[CH2:22][CH2:23]1. Given the reactants C(OC([NH:8][CH2:9][CH2:10][NH:11][C:12]1[CH:17]=[CH:16][CH:15]=[CH:14][C:13]=1[N:18]1[CH2:23][CH2:22][N:21]([C:24](=[O:54])[C@H:25]([NH:34][C:35]([C@@H:37]2[CH2:46][C:45]3[C:40](=[CH:41][CH:42]=[CH:43][CH:44]=3)[CH2:39][N:38]2C(OC(C)(C)C)=O)=[O:36])[CH2:26][C:27]2[CH:32]=[CH:31][C:30]([Cl:33])=[CH:29][CH:28]=2)[CH2:20][CH2:19]1)=O)(C)(C)C.Cl, predict the reaction product. (6) Given the reactants C(NC(C)C)(C)C.[Li]CCCC.[N:13]1([C:23]([O:25][C:26]([CH3:29])([CH3:28])[CH3:27])=[O:24])[CH2:18][CH2:17][CH:16]([C:19]([O:21][CH3:22])=[O:20])[CH2:15][CH2:14]1.Cl[C:31]([O:33][CH3:34])=[O:32], predict the reaction product. The product is: [N:13]1([C:23]([O:25][C:26]([CH3:29])([CH3:28])[CH3:27])=[O:24])[CH2:14][CH2:15][C:16]([C:31]([O:33][CH3:34])=[O:32])([C:19]([O:21][CH3:22])=[O:20])[CH2:17][CH2:18]1.